From a dataset of Forward reaction prediction with 1.9M reactions from USPTO patents (1976-2016). Predict the product of the given reaction. Given the reactants [NH2:1][C:2]1[CH:7]=[C:6]([Br:8])[CH:5]=[C:4]([F:9])[C:3]=1[OH:10].[NH:11]1[CH2:19][CH2:18][CH:14]([C:15](O)=O)[CH2:13][CH2:12]1.[OH-].[Na+], predict the reaction product. The product is: [Br:8][C:6]1[CH:5]=[C:4]([F:9])[C:3]2[O:10][C:15]([CH:14]3[CH2:18][CH2:19][NH:11][CH2:12][CH2:13]3)=[N:1][C:2]=2[CH:7]=1.